Dataset: HIV replication inhibition screening data with 41,000+ compounds from the AIDS Antiviral Screen. Task: Binary Classification. Given a drug SMILES string, predict its activity (active/inactive) in a high-throughput screening assay against a specified biological target. (1) The result is 0 (inactive). The drug is CC(C)OC(=O)c1ccc(CCC2=CC(=O)C=CC2=O)cc1. (2) The compound is C=C1CC2(OC1=O)c1ccccc1C=Cc1ccccc12. The result is 0 (inactive). (3) The compound is O=S(=O)(NN=Cc1ccc(Cl)cc1Cl)c1ccccc1. The result is 0 (inactive).